Task: Predict the product of the given reaction.. Dataset: Forward reaction prediction with 1.9M reactions from USPTO patents (1976-2016) Given the reactants [CH3:1][N:2]1[CH2:7][CH2:6][NH:5][CH2:4][CH2:3]1.CCN(CC)CC.Cl[S:16]([CH2:19][C@H:20]([CH3:31])[C:21]([O:23][CH2:24][C:25]1[CH:30]=[CH:29][CH:28]=[CH:27][CH:26]=1)=[O:22])(=[O:18])=[O:17], predict the reaction product. The product is: [CH3:1][N:2]1[CH2:7][CH2:6][N:5]([S:16]([CH2:19][C@H:20]([CH3:31])[C:21]([O:23][CH2:24][C:25]2[CH:30]=[CH:29][CH:28]=[CH:27][CH:26]=2)=[O:22])(=[O:18])=[O:17])[CH2:4][CH2:3]1.